Dataset: Full USPTO retrosynthesis dataset with 1.9M reactions from patents (1976-2016). Task: Predict the reactants needed to synthesize the given product. (1) Given the product [C:36]([O:40][C:41]([N:43]1[CH2:48][CH2:47][N:46]([CH2:23][C:19]2[CH:20]=[CH:21][CH:22]=[C:17]([O:16][C:13]3[CH:14]=[CH:15][C:7]4[CH:6]([CH2:5][C:4]([O:3][CH2:1][CH3:2])=[O:25])[O:10][B:9]([OH:11])[C:8]=4[CH:12]=3)[CH:18]=2)[CH2:45][CH2:44]1)=[O:42])([CH3:39])([CH3:37])[CH3:38], predict the reactants needed to synthesize it. The reactants are: [CH2:1]([O:3][C:4](=[O:25])[CH2:5][CH:6]1[O:10][B:9]([OH:11])[C:8]2[CH:12]=[C:13]([O:16][C:17]3[CH:22]=[CH:21][CH:20]=[C:19]([CH:23]=O)[CH:18]=3)[CH:14]=[CH:15][C:7]1=2)[CH3:2].C(OC(OCC)OCC)C.[C:36]([O:40][C:41]([N:43]1[CH2:48][CH2:47][NH:46][CH2:45][CH2:44]1)=[O:42])([CH3:39])([CH3:38])[CH3:37].[BH-](OC(C)=O)(OC(C)=O)OC(C)=O.[Na+].[OH-].[Na+]. (2) Given the product [Cl:1][C:2]1[CH:7]=[CH:6][C:5]([CH:8]2[C:13]3[N:14]4[N:19]=[C:18]([CH3:20])[S:17][C:15]4=[N:16][C:12]=3[CH2:11][CH2:10][N:9]2[C:27](=[O:28])[CH2:26][O:25][C:24]2[CH:30]=[CH:31][C:32]([I:34])=[CH:33][C:23]=2[Cl:22])=[C:4]([F:21])[CH:3]=1, predict the reactants needed to synthesize it. The reactants are: [Cl:1][C:2]1[CH:7]=[CH:6][C:5]([CH:8]2[C:13]3[N:14]4[N:19]=[C:18]([CH3:20])[S:17][C:15]4=[N:16][C:12]=3[CH2:11][CH2:10][NH:9]2)=[C:4]([F:21])[CH:3]=1.[Cl:22][C:23]1[CH:33]=[C:32]([I:34])[CH:31]=[CH:30][C:24]=1[O:25][CH2:26][C:27](O)=[O:28]. (3) Given the product [F:7][C:11]([CH3:34])([CH3:33])[CH2:12][CH:13]1[CH2:17][CH2:16][N:15]([CH2:18][CH2:19][C:20]2[CH:25]=[CH:24][CH:23]=[CH:22][C:21]=2[N:26]2[CH2:31][CH2:30][CH2:29][CH2:28][C:27]2=[O:32])[CH2:14]1, predict the reactants needed to synthesize it. The reactants are: C(N(S(F)(F)[F:7])CC)C.O[C:11]([CH3:34])([CH3:33])[CH2:12][CH:13]1[CH2:17][CH2:16][N:15]([CH2:18][CH2:19][C:20]2[CH:25]=[CH:24][CH:23]=[CH:22][C:21]=2[N:26]2[CH2:31][CH2:30][CH2:29][CH2:28][C:27]2=[O:32])[CH2:14]1.O. (4) Given the product [NH2:30][C:26]1[CH:25]=[C:24]([C:6]2[C:7]3[S:11][C:10]([NH:12][C:13]([C:15]4[S:16][C:17]([CH3:20])=[CH:18][CH:19]=4)=[O:14])=[N:9][C:8]=3[C:3]([O:2][CH3:1])=[CH:4][CH:5]=2)[CH:29]=[CH:28][CH:27]=1, predict the reactants needed to synthesize it. The reactants are: [CH3:1][O:2][C:3]1[C:8]2[N:9]=[C:10]([NH:12][C:13]([C:15]3[S:16][C:17]([CH3:20])=[CH:18][CH:19]=3)=[O:14])[S:11][C:7]=2[C:6](I)=[CH:5][CH:4]=1.C[Sn](C)(C)[C:24]1[CH:25]=[C:26]([NH2:30])[CH:27]=[CH:28][CH:29]=1.